Predict the reaction yield, written as a fraction of the theoretical maximum amount of product (1.0 means a 100% yield; for example, 0.34 means a 34% yield). From a dataset of Reaction yield outcomes from USPTO patents with 853,638 reactions. The reactants are [CH3:1][CH:2]([CH3:24])[CH2:3][CH2:4][O:5][CH2:6][C:7]1[N:12]=[C:11]([NH2:13])[N:10]=[C:9]([NH2:14])[C:8]=1[C:15]1[CH:20]=[CH:19][C:18]([N+:21]([O-])=O)=[CH:17][CH:16]=1. The catalyst is [Pd].C(O)(=O)C. The product is [NH2:21][C:18]1[CH:17]=[CH:16][C:15]([C:8]2[C:9]([NH2:14])=[N:10][C:11]([NH2:13])=[N:12][C:7]=2[CH2:6][O:5][CH2:4][CH2:3][CH:2]([CH3:1])[CH3:24])=[CH:20][CH:19]=1. The yield is 0.920.